From a dataset of Full USPTO retrosynthesis dataset with 1.9M reactions from patents (1976-2016). Predict the reactants needed to synthesize the given product. (1) Given the product [CH3:29][O:30][C:31](=[O:54])[CH2:32][C:34]1[N:42]2[C:37]([CH:38]=[CH:39][CH:40]=[CH:41]2)=[C:36]([S:43]([C:46]2[CH:47]=[CH:48][C:49]([Cl:52])=[CH:50][CH:51]=2)(=[O:45])=[O:44])[C:35]=1[CH3:53], predict the reactants needed to synthesize it. The reactants are: II.C1(P(C2C=CC=CC=2)C2C=CC=CC=2)C=CC=CC=1.C1(C)C=CC=CC=1.[CH3:29][O:30][C:31](=[O:54])[CH:32]([C:34]1[N:42]2[C:37]([CH:38]=[CH:39][CH:40]=[CH:41]2)=[C:36]([S:43]([C:46]2[CH:51]=[CH:50][C:49]([Cl:52])=[CH:48][CH:47]=2)(=[O:45])=[O:44])[C:35]=1[CH3:53])O. (2) Given the product [C:45]1([C:51]2[C:11]([C:12]([F:15])([F:14])[F:13])=[C:10]([C:16]3[O:20][N:19]=[C:18]4[C:21]5[C:26]([CH2:27][CH2:28][C:17]=34)=[CH:25][C:24]([CH:29]=[CH2:30])=[CH:23][CH:22]=5)[S:53][N:52]=2)[CH:50]=[CH:49][CH:48]=[CH:47][CH:46]=1, predict the reactants needed to synthesize it. The reactants are: C1(N2[C:11]([C:12]([F:15])([F:14])[F:13])=[C:10]([C:16]3[O:20][N:19]=[C:18]4[C:21]5[C:26]([CH2:27][CH2:28][C:17]=34)=[CH:25][C:24]([CH:29]=[CH2:30])=[CH:23][CH:22]=5)C=N2)C=CC=CC=1.C(C1C=C2C(=CC=1)/C(=N/O)/CCC2)=C.[C:45]1([C:51]2C(C(F)(F)F)=C(C(OC)=O)[S:53][N:52]=2)[CH:50]=[CH:49][CH:48]=[CH:47][CH:46]=1. (3) Given the product [CH3:1][O:2][C:3](=[O:26])[CH2:4][C@H:5]1[C:9]2[CH:10]=[CH:11][C:12]([O:14][C@H:15]3[C:23]4[C:18](=[C:19]([O:25][C:31]5[CH:30]=[C:29]([C:27]#[N:28])[CH:34]=[CH:33][C:32]=5[F:38])[CH:20]=[CH:21][C:22]=4[F:24])[CH2:17][CH2:16]3)=[CH:13][C:8]=2[O:7][CH2:6]1, predict the reactants needed to synthesize it. The reactants are: [CH3:1][O:2][C:3](=[O:26])[CH2:4][C@H:5]1[C:9]2[CH:10]=[CH:11][C:12]([O:14][C@H:15]3[C:23]4[C:18](=[C:19]([OH:25])[CH:20]=[CH:21][C:22]=4[F:24])[CH2:17][CH2:16]3)=[CH:13][C:8]=2[O:7][CH2:6]1.[C:27]([C:29]1[CH:30]=[CH:31][C:32]([F:38])=[C:33](B(O)O)[CH:34]=1)#[N:28]. (4) The reactants are: [O:1]=[C:2]1[N:6]([CH2:7][CH2:8][O:9][C:10]2[CH:27]=[CH:26][C:13]([CH2:14][CH:15]([C:21]([O:23]CC)=[O:22])[C:16]([O:18]CC)=[O:17])=[CH:12][CH:11]=2)[C:5]2[CH:28]=[CH:29][CH:30]=[CH:31][C:4]=2[O:3]1.[OH-].[Na+]. Given the product [O:1]=[C:2]1[N:6]([CH2:7][CH2:8][O:9][C:10]2[CH:11]=[CH:12][C:13]([CH2:14][CH:15]([C:16]([OH:18])=[O:17])[C:21]([OH:23])=[O:22])=[CH:26][CH:27]=2)[C:5]2[CH:28]=[CH:29][CH:30]=[CH:31][C:4]=2[O:3]1, predict the reactants needed to synthesize it. (5) Given the product [CH3:9][S:8][C:5]1[N:4]=[CH:3][C:2]([C:17]#[C:16][C:10]2[CH:15]=[CH:14][CH:13]=[CH:12][CH:11]=2)=[CH:7][N:6]=1, predict the reactants needed to synthesize it. The reactants are: Br[C:2]1[CH:3]=[N:4][C:5]([S:8][CH3:9])=[N:6][CH:7]=1.[C:10]1([C:16]#[CH:17])[CH:15]=[CH:14][CH:13]=[CH:12][CH:11]=1.C(N(CC)CC)C.C1(P(C2C=CC=CC=2)C2C=CC=CC=2)C=CC=CC=1. (6) Given the product [CH3:39][S:40]([O:37][CH2:36][C@H:8]([NH2:7])[CH2:9][O:10][C:11]1[CH:12]=[N:13][CH:14]=[C:15]([C:17]2[CH:18]=[C:19]3[C:24](=[C:25]([NH2:27])[N:26]=2)[CH:23]=[N:22][C:21]2[CH:28]=[C:29]([O:34][CH3:35])[C:30]([O:32][CH3:33])=[CH:31][C:20]3=2)[CH:16]=1)(=[O:42])=[O:41], predict the reactants needed to synthesize it. The reactants are: C(OC(=O)[NH:7][C@@H:8]([CH2:36][OH:37])[CH2:9][O:10][C:11]1[CH:12]=[N:13][CH:14]=[C:15]([C:17]2[CH:18]=[C:19]3[C:24](=[C:25]([NH2:27])[N:26]=2)[CH:23]=[N:22][C:21]2[CH:28]=[C:29]([O:34][CH3:35])[C:30]([O:32][CH3:33])=[CH:31][C:20]3=2)[CH:16]=1)(C)(C)C.[CH3:39][S:40](Cl)(=[O:42])=[O:41].O. (7) Given the product [CH3:18][O:19][C:20]1[CH:21]=[C:22]([C:29]([F:30])([F:31])[F:32])[CH:23]=[C:24]([NH:26][C:27](=[O:28])[N:54]([C:52]2[CH:53]=[C:48]([NH:47][C:44]3[CH:43]=[CH:42][C:41]([N:38]4[CH2:37][CH2:36][N:35]([CH2:33][CH3:34])[CH2:40][CH2:39]4)=[CH:46][CH:45]=3)[N:49]=[CH:50][N:51]=2)[CH3:55])[CH:25]=1, predict the reactants needed to synthesize it. The reactants are: C(Cl)(Cl)=O.COC1C=C(C(F)(F)F)C=C(C=1)N.[CH3:18][O:19][C:20]1[CH:21]=[C:22]([C:29]([F:32])([F:31])[F:30])[CH:23]=[C:24]([N:26]=[C:27]=[O:28])[CH:25]=1.[CH2:33]([N:35]1[CH2:40][CH2:39][N:38]([C:41]2[CH:46]=[CH:45][C:44]([NH:47][C:48]3[CH:53]=[C:52]([NH:54][CH3:55])[N:51]=[CH:50][N:49]=3)=[CH:43][CH:42]=2)[CH2:37][CH2:36]1)[CH3:34].C([O-])(O)=O.[Na+]. (8) Given the product [Cl:29][C:24]1[CH:23]=[C:22]([CH2:21][CH2:20][C:17]2[CH:18]=[CH:19][C:14]([NH:13][C:5]3[CH:6]=[CH:7][C:8]([N+:10]([O-:12])=[O:11])=[CH:9][C:4]=3[C:3]([OH:30])=[O:2])=[CH:15][CH:16]=2)[CH:27]=[CH:26][C:25]=1[Cl:28], predict the reactants needed to synthesize it. The reactants are: C[O:2][C:3](=[O:30])[C:4]1[CH:9]=[C:8]([N+:10]([O-:12])=[O:11])[CH:7]=[CH:6][C:5]=1[NH:13][C:14]1[CH:19]=[CH:18][C:17]([CH2:20][CH2:21][C:22]2[CH:27]=[CH:26][C:25]([Cl:28])=[C:24]([Cl:29])[CH:23]=2)=[CH:16][CH:15]=1.[OH-].[Na+]. (9) Given the product [C:24]([C:26]1[CH:31]=[CH:30][C:29]([C:2]2[CH:7]=[C:6]([CH3:8])[CH:5]=[C:4]([CH:9]([C:10]([O:12][C:13]([CH3:16])([CH3:15])[CH3:14])=[O:11])[C:17]([O:19][C:20]([CH3:23])([CH3:21])[CH3:22])=[O:18])[CH:3]=2)=[C:28]([CH3:35])[CH:27]=1)#[N:25], predict the reactants needed to synthesize it. The reactants are: I[C:2]1[CH:3]=[C:4]([CH:9]([C:17]([O:19][C:20]([CH3:23])([CH3:22])[CH3:21])=[O:18])[C:10]([O:12][C:13]([CH3:16])([CH3:15])[CH3:14])=[O:11])[CH:5]=[C:6]([CH3:8])[CH:7]=1.[C:24]([C:26]1[CH:31]=[CH:30][C:29](B(O)O)=[C:28]([CH3:35])[CH:27]=1)#[N:25].C(=O)([O-])[O-].[Na+].[Na+].O1CCOCC1.